This data is from Catalyst prediction with 721,799 reactions and 888 catalyst types from USPTO. The task is: Predict which catalyst facilitates the given reaction. (1) Reactant: O.[OH-].[Li+].C([O:6][C:7]([C@:9]1([F:35])[C@@H:14]2[C@H:10]1[CH2:11][C@@H:12]([O:26][CH2:27][C:28]1[CH:33]=[CH:32][C:31]([F:34])=[CH:30][CH:29]=1)[C@@:13]2([NH2:25])[C:15]([O:17]CC1C=CC=CC=1)=[O:16])=[O:8])C. Product: [NH2:25][C@@:13]1([C:15]([OH:17])=[O:16])[C@H:12]([O:26][CH2:27][C:28]2[CH:33]=[CH:32][C:31]([F:34])=[CH:30][CH:29]=2)[CH2:11][C@@H:10]2[C@H:14]1[C@@:9]2([F:35])[C:7]([OH:8])=[O:6]. The catalyst class is: 30. (2) Reactant: Cl[C:2]1[N:7]=[CH:6][N:5]=[C:4]([NH2:8])[C:3]=1[C:9]1[N:13]=[CH:12][N:11]([CH3:14])[N:10]=1.[NH2:15][C@H:16]([C:19]1[N:28]([C:29]2[CH:34]=[CH:33][CH:32]=[CH:31][C:30]=2[CH3:35])[C:27](=[O:36])[C:26]2[C:21](=[CH:22][CH:23]=[CH:24][C:25]=2[CH3:37])[N:20]=1)[CH2:17][CH3:18].CCN(C(C)C)C(C)C.C(Cl)Cl.CO. Product: [NH2:8][C:4]1[N:5]=[CH:6][N:7]=[C:2]([NH:15][C@H:16]([C:19]2[N:28]([C:29]3[CH:34]=[CH:33][CH:32]=[CH:31][C:30]=3[CH3:35])[C:27](=[O:36])[C:26]3[C:21](=[CH:22][CH:23]=[CH:24][C:25]=3[CH3:37])[N:20]=2)[CH2:17][CH3:18])[C:3]=1[C:9]1[N:13]=[CH:12][N:11]([CH3:14])[N:10]=1. The catalyst class is: 114. (3) Reactant: [CH3:1][O:2][C:3]1[CH:8]=[CH:7][CH:6]=[CH:5][C:4]=1[C:9]1[S:13][N:12]=[C:11]([N:14]2[CH2:19][CH2:18][NH:17][CH2:16][CH2:15]2)[N:10]=1.C(N(CC)CC)C.Cl[C:28]([O:30][CH2:31][CH:32]([CH3:34])[CH3:33])=[O:29]. Product: [CH3:1][O:2][C:3]1[CH:8]=[CH:7][CH:6]=[CH:5][C:4]=1[C:9]1[S:13][N:12]=[C:11]([N:14]2[CH2:19][CH2:18][N:17]([C:28]([O:30][CH2:31][CH:32]([CH3:34])[CH3:33])=[O:29])[CH2:16][CH2:15]2)[N:10]=1. The catalyst class is: 34. (4) Reactant: [CH3:1][C:2]1[N:3]([C:27]2[CH:32]=[CH:31][CH:30]=[C:29]([C:33]([F:36])([F:35])[F:34])[CH:28]=2)[C:4](=[O:26])[C:5]([C:12]([NH:14][CH2:15][C:16]2[CH:21]=[CH:20][C:19]([S:22]([CH3:25])(=[O:24])=[O:23])=[CH:18][CH:17]=2)=[O:13])=[CH:6][C:7]=1[S:8](Cl)(=[O:10])=[O:9].[CH3:37][NH2:38]. Product: [CH3:1][C:2]1[N:3]([C:27]2[CH:32]=[CH:31][CH:30]=[C:29]([C:33]([F:36])([F:35])[F:34])[CH:28]=2)[C:4](=[O:26])[C:5]([C:12]([NH:14][CH2:15][C:16]2[CH:21]=[CH:20][C:19]([S:22]([CH3:25])(=[O:24])=[O:23])=[CH:18][CH:17]=2)=[O:13])=[CH:6][C:7]=1[S:8]([NH:38][CH3:37])(=[O:10])=[O:9]. The catalyst class is: 1.